Dataset: Catalyst prediction with 721,799 reactions and 888 catalyst types from USPTO. Task: Predict which catalyst facilitates the given reaction. (1) Reactant: [F:1][C:2]([F:7])([F:6])[C:3]([OH:5])=[O:4].[CH:8]1([O:12][C:13]2[CH:18]=[CH:17][N:16]=[C:15]([CH2:19][C:20]([O:22]C(C)(C)C)=O)[CH:14]=2)CC[CH2:9]1.S(Cl)(Cl)=O.[NH3:31].CO. Product: [F:1][C:2]([F:7])([F:6])[C:3]([OH:5])=[O:4].[F:6][C:2]1([F:7])[CH2:9][CH:8]([O:12][C:13]2[CH:18]=[CH:17][N:16]=[C:15]([CH2:19][C:20]([NH2:31])=[O:22])[CH:14]=2)[CH2:3]1. The catalyst class is: 137. (2) Reactant: [O:1]1[C:9]2[CH:8]=[CH:7][N:6]=[C:5]([NH:10][C:11](=[O:18])[C:12]3[CH:17]=[CH:16][CH:15]=[CH:14][CH:13]=3)[C:4]=2[CH:3]=[CH:2]1.C([Li])CCC.CN(C)[CH:26]=[O:27].[Cl-].[NH4+]. Product: [CH:26]([C:2]1[O:1][C:9]2[CH:8]=[CH:7][N:6]=[C:5]([NH:10][C:11](=[O:18])[C:12]3[CH:17]=[CH:16][CH:15]=[CH:14][CH:13]=3)[C:4]=2[CH:3]=1)=[O:27]. The catalyst class is: 1.